Dataset: Forward reaction prediction with 1.9M reactions from USPTO patents (1976-2016). Task: Predict the product of the given reaction. (1) Given the reactants [C:1]([O:5][C:6](=[O:28])[CH2:7][C@H:8]([NH:20][C:21]([O:23][C:24]([CH3:27])([CH3:26])[CH3:25])=[O:22])[CH2:9][C:10]1[CH:19]=[CH:18][CH:17]=[CH:16][C:11]=1[C:12]([O:14]C)=[O:13])([CH3:4])([CH3:3])[CH3:2].O.[OH-].[Li+], predict the reaction product. The product is: [C:1]([O:5][C:6](=[O:28])[CH2:7][C@H:8]([NH:20][C:21]([O:23][C:24]([CH3:27])([CH3:26])[CH3:25])=[O:22])[CH2:9][C:10]1[CH:19]=[CH:18][CH:17]=[CH:16][C:11]=1[C:12]([OH:14])=[O:13])([CH3:4])([CH3:3])[CH3:2]. (2) Given the reactants CCN(C(C)C)C(C)C.Cl[C:11]1[C:16]([C:17]([F:20])([F:19])[F:18])=[CH:15][N:14]=[C:13]([NH:21][CH2:22][C:23]2[CH:24]=[N+:25]([O-:33])[CH:26]=[CH:27][C:28]=2[C:29]([F:32])([F:31])[F:30])[N:12]=1.[NH2:34][CH:35]1[C:38]([CH3:40])([CH3:39])[CH:37]([OH:41])[C:36]1([CH3:43])[CH3:42], predict the reaction product. The product is: [OH:41][CH:37]1[C:38]([CH3:40])([CH3:39])[CH:35]([NH:34][C:11]2[C:16]([C:17]([F:20])([F:19])[F:18])=[CH:15][N:14]=[C:13]([NH:21][CH2:22][C:23]3[CH:24]=[N+:25]([O-:33])[CH:26]=[CH:27][C:28]=3[C:29]([F:32])([F:31])[F:30])[N:12]=2)[C:36]1([CH3:43])[CH3:42]. (3) Given the reactants [O-2].[Mg+2:2].[C:3]([OH:15])(=[O:14])[CH2:4][C:5]([CH2:10][C:11]([OH:13])=[O:12])([C:7]([OH:9])=[O:8])[OH:6], predict the reaction product. The product is: [C:3]([O-:15])(=[O:14])[CH2:4][C:5]([CH2:10][C:11]([O-:13])=[O:12])([C:7]([O-:9])=[O:8])[OH:6].[Mg+2:2].[C:3]([O-:15])(=[O:14])[CH2:4][C:5]([CH2:10][C:11]([O-:13])=[O:12])([C:7]([O-:9])=[O:8])[OH:6].[Mg+2:2].[Mg+2:2]. (4) Given the reactants C[O:2][C:3](=[O:31])[CH2:4][C:5]1[C:14]([CH3:15])=[C:13]([CH2:16][C:17]2[CH:22]=[CH:21][C:20]([S:23]([C:26]([F:29])([F:28])[F:27])(=[O:25])=[O:24])=[CH:19][CH:18]=2)[C:12]2[C:7](=[CH:8][CH:9]=[C:10]([F:30])[CH:11]=2)[CH:6]=1.O.[OH-].[Li+], predict the reaction product. The product is: [F:30][C:10]1[CH:11]=[C:12]2[C:7](=[CH:8][CH:9]=1)[CH:6]=[C:5]([CH2:4][C:3]([OH:31])=[O:2])[C:14]([CH3:15])=[C:13]2[CH2:16][C:17]1[CH:22]=[CH:21][C:20]([S:23]([C:26]([F:28])([F:27])[F:29])(=[O:24])=[O:25])=[CH:19][CH:18]=1.